Dataset: Forward reaction prediction with 1.9M reactions from USPTO patents (1976-2016). Task: Predict the product of the given reaction. (1) Given the reactants [NH2:1][C:2]1[N:11]=[C:10]([CH3:12])[C:9]2[C:8](=[N:13][OH:14])[CH2:7][CH:6]([C:15]3[CH:20]=[CH:19][CH:18]=[CH:17][C:16]=3[C:21]3[CH:26]=[CH:25][CH:24]=[CH:23][CH:22]=3)[CH2:5][C:4]=2[N:3]=1.Cl[CH2:28][CH2:29][CH2:30][CH2:31][C:32]#[CH:33].[H-].[Na+].CN(C)CCCON=C1CC(C2C=C(F)C=CC=2C2C=CC=CC=2)CC2N=C(N)N=C(C)C1=2, predict the reaction product. The product is: [CH2:33]([O:14][N:13]=[C:8]1[CH2:7][CH:6]([C:15]2[CH:20]=[CH:19][CH:18]=[CH:17][C:16]=2[C:21]2[CH:26]=[CH:25][CH:24]=[CH:23][CH:22]=2)[CH2:5][C:4]2[N:3]=[C:2]([NH2:1])[N:11]=[C:10]([CH3:12])[C:9]1=2)[CH2:32][CH2:31][CH2:30][C:29]#[CH:28]. (2) Given the reactants [NH:1]1[CH:5]=[N:4][CH:3]=[N:2]1.C(=O)([O-])[O-].[Cs+].[Cs+].CN[C@@H]1CCCC[C@H]1NC.Cl[C:23]1[CH:28]=[C:27]([NH2:29])[CH:26]=[CH:25][N:24]=1, predict the reaction product. The product is: [N:1]1([C:23]2[CH:28]=[C:27]([NH2:29])[CH:26]=[CH:25][N:24]=2)[CH:5]=[N:4][CH:3]=[N:2]1.